From a dataset of Reaction yield outcomes from USPTO patents with 853,638 reactions. Predict the reaction yield, written as a fraction of the theoretical maximum amount of product (1.0 means a 100% yield; for example, 0.34 means a 34% yield). (1) The yield is 0.390. The catalyst is C(O)(=O)C.C(O)(=O)CC.S(=O)(=O)(O)N. The reactants are [N+:1]([C:4]1[CH:10]=[C:9]([N+:11]([O-:13])=[O:12])[CH:8]=[CH:7][C:5]=1[NH2:6])([O-:3])=[O:2].[N:14](OS(=O)(=O)O)=O.S(=O)(=O)(O)O.[CH2:26]([CH:28]([CH2:47][CH2:48][CH2:49][CH3:50])[CH2:29][O:30][C:31]1[CH:37]=[CH:36][C:35]([O:38][CH2:39][CH:40]([CH2:45][CH3:46])[CH2:41][CH2:42][CH2:43][CH3:44])=[CH:34][C:32]=1[NH2:33])[CH3:27]. The product is [N+:1]([C:4]1[CH:10]=[C:9]([N+:11]([O-:13])=[O:12])[CH:8]=[CH:7][C:5]=1[N:6]=[N:14][C:36]1[C:35]([O:38][CH2:39][CH:40]([CH2:45][CH3:46])[CH2:41][CH2:42][CH2:43][CH3:44])=[CH:34][C:32]([NH2:33])=[C:31]([O:30][CH2:29][CH:28]([CH2:26][CH3:27])[CH2:47][CH2:48][CH2:49][CH3:50])[CH:37]=1)([O-:3])=[O:2]. (2) The reactants are C(OC(NCCC(O)=O)=O)(C)(C)C.[B-](F)(F)(F)F.CCO[C:22]([C:24]([C:34]#[N:35])=NOC(N(C)C)=[N+](C)C)=[O:23].[CH3:36][C:37]1[CH:46]=[C:45]([NH2:47])[C:44]2[C:39](=[CH:40][CH:41]=[C:42]([NH2:48])[CH:43]=2)[N:38]=1.C(N1CCOCC1)C. The catalyst is CN(C=O)C. The product is [NH2:35][CH2:34][CH2:24][C:22]([NH:48][C:42]1[CH:43]=[C:44]2[C:39](=[CH:40][CH:41]=1)[N:38]=[C:37]([CH3:36])[CH:46]=[C:45]2[NH2:47])=[O:23]. The yield is 0.760. (3) The reactants are [CH3:1][O:2][C:3]1[C:12]2[N:11]=[C:10]([NH2:13])[N:9]3[CH2:14][CH2:15][N:16]=[C:8]3[C:7]=2[CH:6]=[CH:5][C:4]=1[O:17][CH2:18][C@H:19]1[CH2:21][O:20]1.[NH:22]1[CH2:25][CH2:24][CH2:23]1. The catalyst is CN(C=O)C. The product is [N:22]1([CH2:21][C@@H:19]([OH:20])[CH2:18][O:17][C:4]2[CH:5]=[CH:6][C:7]3[C:8]4[N:9]([CH2:14][CH2:15][N:16]=4)[C:10]([NH2:13])=[N:11][C:12]=3[C:3]=2[O:2][CH3:1])[CH2:25][CH2:24][CH2:23]1. The yield is 1.15. (4) The product is [C:1]([C:3]1[CH:4]=[CH:5][C:6]2[N:10]=[C:9]([CH2:11][NH:12][C:13]3[CH:18]=[CH:17][CH:16]=[CH:15][C:14]=3/[CH:19]=[CH:20]/[C:21]([OH:23])=[O:22])[NH:8][C:7]=2[CH:25]=1)#[N:2]. The catalyst is O1CCCC1. The reactants are [C:1]([C:3]1[CH:4]=[CH:5][C:6]2[N:10]=[C:9]([CH2:11][NH:12][C:13]3[CH:18]=[CH:17][CH:16]=[CH:15][C:14]=3/[CH:19]=[CH:20]/[C:21]([O:23]C)=[O:22])[NH:8][C:7]=2[CH:25]=1)#[N:2].[Li+].[OH-].Cl. The yield is 0.800. (5) The reactants are [CH2:1]([N:4]([CH2:15][CH:16]=[CH2:17])[S:5]([C:8]1[CH:9]=[N:10][CH:11]=[CH:12][C:13]=1Cl)(=[O:7])=[O:6])[CH:2]=[CH2:3].[I-].[Li+].[NH3:20]. No catalyst specified. The product is [CH2:1]([N:4]([CH2:15][CH:16]=[CH2:17])[S:5]([C:8]1[CH:9]=[N:10][CH:11]=[CH:12][C:13]=1[NH2:20])(=[O:7])=[O:6])[CH:2]=[CH2:3]. The yield is 0.590.